Dataset: Catalyst prediction with 721,799 reactions and 888 catalyst types from USPTO. Task: Predict which catalyst facilitates the given reaction. (1) Reactant: [Cl:1][C:2]1[CH:7]=[C:6]([Cl:8])[C:5]([O:9][CH3:10])=[CH:4][C:3]=1[N:11]1[CH2:16][CH2:15][CH:14]([C:17]([O:19]CC)=O)[CH2:13][CH2:12]1.[Cl:22][CH2:23]I.C[Li]. Product: [Cl:22][CH2:23][C:17]([CH:14]1[CH2:13][CH2:12][N:11]([C:3]2[CH:4]=[C:5]([O:9][CH3:10])[C:6]([Cl:8])=[CH:7][C:2]=2[Cl:1])[CH2:16][CH2:15]1)=[O:19]. The catalyst class is: 1. (2) Reactant: F[C:2]1[N:7]=[CH:6][C:5]([C:8]2[N:13]=[CH:12][CH:11]=[CH:10][N:9]=2)=[CH:4][CH:3]=1.[O:14]1CCOCC1.Cl. Product: [N:9]1[CH:10]=[CH:11][CH:12]=[N:13][C:8]=1[C:5]1[CH:4]=[CH:3][C:2](=[O:14])[NH:7][CH:6]=1. The catalyst class is: 6. (3) The catalyst class is: 40. Product: [CH3:3][O:2][N:4]=[C:22]([CH2:21][CH2:20][CH2:19][N:18]1[C:14]2[C:13]3[CH:12]=[CH:11][C:10]([C:28]4[CH:33]=[CH:32][CH:31]=[CH:30][CH:29]=4)=[CH:9][C:8]=3[N:7]=[C:6]([NH2:5])[C:15]=2[N:16]=[C:17]1[CH2:25][CH2:26][CH3:27])[CH3:23]. Reactant: Cl.[O:2]([NH2:4])[CH3:3].[NH2:5][C:6]1[C:15]2[N:16]=[C:17]([CH2:25][CH2:26][CH3:27])[N:18]([CH2:19][CH2:20][CH2:21][C:22](=O)[CH3:23])[C:14]=2[C:13]2[CH:12]=[CH:11][C:10]([C:28]3[CH:33]=[CH:32][CH:31]=[CH:30][CH:29]=3)=[CH:9][C:8]=2[N:7]=1. (4) Reactant: [OH:1][C@@H:2]1[C@@H:7]([C:8]2[CH:13]=[CH:12][C:11]([OH:14])=[CH:10][CH:9]=2)[CH2:6][CH2:5][N:4](C(OC(C)(C)C)=O)[CH2:3]1.[ClH:22]. Product: [ClH:22].[OH:14][C:11]1[CH:12]=[CH:13][C:8]([C@H:7]2[CH2:6][CH2:5][NH:4][CH2:3][C@@H:2]2[OH:1])=[CH:9][CH:10]=1. The catalyst class is: 71. (5) Reactant: [C@@H:1]1([NH2:8])[CH2:6][CH2:5][CH2:4][CH2:3][C@@H:2]1[NH2:7].[CH3:9][C:10]1([N:23]2[CH2:28][CH2:27][C:26](=O)[CH2:25][CH2:24]2)[CH2:15][CH2:14][N:13]([C:16]([O:18][C:19]([CH3:22])([CH3:21])[CH3:20])=[O:17])[CH2:12][CH2:11]1.C(O[BH-](OC(=O)C)OC(=O)C)(=O)C.[Na+]. Product: [NH2:7][C@H:2]1[CH2:3][CH2:4][CH2:5][CH2:6][C@H:1]1[NH:8][CH:26]1[CH2:25][CH2:24][N:23]([C:10]2([CH3:9])[CH2:11][CH2:12][N:13]([C:16]([O:18][C:19]([CH3:22])([CH3:21])[CH3:20])=[O:17])[CH2:14][CH2:15]2)[CH2:28][CH2:27]1. The catalyst class is: 4. (6) Reactant: [Br:1][C:2]1[CH:14]=[C:13]([C:15]2[CH2:16][C:17]([C:24]3[CH:29]=[C:28]([Cl:30])[CH:27]=[C:26]([Cl:31])[CH:25]=3)([C:20]([F:23])([F:22])[F:21])[S:18][CH:19]=2)[CH:12]=[CH:11][C:3]=1[C:4]([O:6]C(C)(C)C)=[O:5].FC(F)(F)C(O)=O. Product: [Br:1][C:2]1[CH:14]=[C:13]([C:15]2[CH2:16][C:17]([C:24]3[CH:25]=[C:26]([Cl:31])[CH:27]=[C:28]([Cl:30])[CH:29]=3)([C:20]([F:21])([F:23])[F:22])[S:18][CH:19]=2)[CH:12]=[CH:11][C:3]=1[C:4]([OH:6])=[O:5]. The catalyst class is: 46. (7) Reactant: [OH:1][C:2]1[C:7]([N+:8]([O-:10])=[O:9])=[CH:6][C:5]([CH2:11][C:12](O)=[O:13])=[CH:4][C:3]=1[N+:15]([O-:17])=[O:16].[C:18](O)(=O)C.[CH3:22][OH:23]. Product: [CH3:22][O:23][C:12](=[O:13])[CH2:11][C:5]1[CH:6]=[C:7]([N+:8]([O-:10])=[O:9])[C:2]([O:1][CH3:18])=[C:3]([N+:15]([O-:17])=[O:16])[CH:4]=1. The catalyst class is: 23. (8) Reactant: [NH2:1][C:2]1[CH:3]=[C:4]([OH:8])[CH:5]=[CH:6][CH:7]=1.I[C:10]1[CH:11]=[C:12]([CH:14]=[CH:15][CH:16]=1)[NH2:13].N1C=CC=CC=1C(O)=O.P([O-])([O-])([O-])=O.[K+].[K+].[K+]. Product: [O:8]([C:10]1[CH:11]=[C:12]([CH:14]=[CH:15][CH:16]=1)[NH2:13])[C:4]1[CH:3]=[C:2]([CH:7]=[CH:6][CH:5]=1)[NH2:1]. The catalyst class is: 419. (9) Reactant: F[C:2]1[CH:7]=[C:6]([F:8])[CH:5]=[CH:4][C:3]=1[N+:9]([O-:11])=[O:10].[CH:12]1([NH2:16])[CH2:15][CH2:14][CH2:13]1.CCN(C(C)C)C(C)C. Product: [CH:12]1([NH:16][C:2]2[CH:7]=[C:6]([F:8])[CH:5]=[CH:4][C:3]=2[N+:9]([O-:11])=[O:10])[CH2:15][CH2:14][CH2:13]1. The catalyst class is: 23.